Dataset: Forward reaction prediction with 1.9M reactions from USPTO patents (1976-2016). Task: Predict the product of the given reaction. (1) Given the reactants Cl.Cl.[NH2:3][C@H:4]1[CH:9]2[CH2:10][CH2:11][N:6]([CH2:7][CH2:8]2)[CH2:5]1.[H-].[Na+].C(O[BH-](OC(=O)C)OC(=O)C)(=O)C.[Na+].O=[CH:29][CH2:30][N:31]1[C:39]2[C:34](=[CH:35][CH:36]=[CH:37][C:38]=2[C:40]([O:42][CH3:43])=[O:41])[CH:33]=[N:32]1, predict the reaction product. The product is: [N:6]12[CH2:11][CH2:10][CH:9]([CH2:8][CH2:7]1)[C@H:4]([NH:3][CH2:29][CH2:30][N:31]1[C:39]3[C:34](=[CH:35][CH:36]=[CH:37][C:38]=3[C:40]([O:42][CH3:43])=[O:41])[CH:33]=[N:32]1)[CH2:5]2. (2) Given the reactants Cl.[CH2:2]([O:4][C:5](=[O:8])[CH2:6][NH2:7])[CH3:3].[CH3:9][C:10](=O)[CH2:11][CH2:12][C:13](=O)[CH3:14].C(N(CC)CC)C.C([O-])(O)=O.[Na+], predict the reaction product. The product is: [CH3:14][C:13]1[N:7]([CH2:6][C:5]([O:4][CH2:2][CH3:3])=[O:8])[C:10]([CH3:9])=[CH:11][CH:12]=1.